From a dataset of Reaction yield outcomes from USPTO patents with 853,638 reactions. Predict the reaction yield, written as a fraction of the theoretical maximum amount of product (1.0 means a 100% yield; for example, 0.34 means a 34% yield). (1) The reactants are C(OC([N:8]1[CH2:13][CH2:12][C:11]([CH2:20][N:21]=[N+:22]=[N-:23])([CH:14]2[CH2:19][CH2:18][CH2:17][CH2:16][CH2:15]2)[CH2:10][CH2:9]1)=O)(C)(C)C.FC(F)(F)C(O)=O. The catalyst is FC(F)(F)C(O)=O.C(Cl)Cl.O. The product is [N:21]([CH2:20][C:11]1([CH:14]2[CH2:15][CH2:16][CH2:17][CH2:18][CH2:19]2)[CH2:12][CH2:13][NH:8][CH2:9][CH2:10]1)=[N+:22]=[N-:23]. The yield is 1.00. (2) The reactants are [F:1][C:2]1[CH:7]=[CH:6][C:5]([C:8]2[C:16]3[C:11](=[CH:12][CH:13]=[C:14]([C:17]4[NH:18][C:19]([C:22]5[CH:27]=[CH:26][C:25]([N+:28]([O-])=O)=[CH:24][CH:23]=5)=[N:20][N:21]=4)[CH:15]=3)[NH:10][N:9]=2)=[CH:4][CH:3]=1. The catalyst is C(OCC)(=O)C. The product is [F:1][C:2]1[CH:7]=[CH:6][C:5]([C:8]2[C:16]3[C:11](=[CH:12][CH:13]=[C:14]([C:17]4[NH:18][C:19]([C:22]5[CH:27]=[CH:26][C:25]([NH2:28])=[CH:24][CH:23]=5)=[N:20][N:21]=4)[CH:15]=3)[NH:10][N:9]=2)=[CH:4][CH:3]=1. The yield is 0.260. (3) The reactants are [Cl:1][C:2]1[C:3]([CH3:10])=[C:4]([CH:7]=[CH:8][CH:9]=1)[CH2:5][NH2:6].[C:11](O[C:11]([O:13][C:14]([CH3:17])([CH3:16])[CH3:15])=[O:12])([O:13][C:14]([CH3:17])([CH3:16])[CH3:15])=[O:12].C(N(CC)CC)C.O. The catalyst is C(Cl)(Cl)Cl. The product is [C:14]([O:13][C:11](=[O:12])[NH:6][CH2:5][C:4]1[CH:7]=[CH:8][CH:9]=[C:2]([Cl:1])[C:3]=1[CH3:10])([CH3:17])([CH3:16])[CH3:15]. The yield is 0.880. (4) The reactants are [NH2:1][C:2]1[C:7]([F:8])=[C:6]([CH:9](O)[CH3:10])[N:5]=[C:4]([C:12]([O:14][CH3:15])=[O:13])[C:3]=1[Cl:16].COCCN(S(F)(F)[F:27])CCOC.C(=O)(O)[O-].[Na+]. The catalyst is C(Cl)(Cl)Cl.O. The product is [NH2:1][C:2]1[C:7]([F:8])=[C:6]([CH:9]([F:27])[CH3:10])[N:5]=[C:4]([C:12]([O:14][CH3:15])=[O:13])[C:3]=1[Cl:16]. The yield is 0.770. (5) The reactants are [NH2:1][C:2]1[C:7]([NH2:8])=[C:6]([C:9]2[CH:14]=[CH:13][C:12]([CH2:15][NH:16]C(=O)[O-])=[C:11]([F:20])[CH:10]=2)[CH:5]=[CH:4][N:3]=1.[CH3:21][O:22][C:23]1[CH:24]=[C:25]([CH:28]=[CH:29][CH:30]=1)[CH:26]=O. No catalyst specified. The product is [F:20][C:11]1[CH:10]=[C:9]([C:6]2[CH:5]=[CH:4][N:3]=[C:2]3[NH:1][C:26]([C:25]4[CH:28]=[CH:29][CH:30]=[C:23]([O:22][CH3:21])[CH:24]=4)=[N:8][C:7]=23)[CH:14]=[CH:13][C:12]=1[CH2:15][NH2:16]. The yield is 0.590. (6) The reactants are [CH3:1][N:2]1[CH:6]=[CH:5][CH:4]=[C:3]1[C:7]([OH:9])=O.C(C1NC=CN=1)(C1NC=CN=1)=O.C(N(CC)CC)C.Cl.[NH2:30][CH2:31][C:32]1[CH:40]=[CH:39][CH:38]=[C:37]2[C:33]=1[C:34](=[O:50])[N:35]([CH:42]1[CH2:47][CH2:46][C:45](=[O:48])[NH:44][C:43]1=[O:49])[C:36]2=[O:41]. The catalyst is CN(C=O)C. The product is [O:49]=[C:43]1[CH:42]([N:35]2[C:34](=[O:50])[C:33]3[C:37](=[CH:38][CH:39]=[CH:40][C:32]=3[CH2:31][NH:30][C:7]([C:3]3[N:2]([CH3:1])[CH:6]=[CH:5][CH:4]=3)=[O:9])[C:36]2=[O:41])[CH2:47][CH2:46][C:45](=[O:48])[NH:44]1. The yield is 0.250. (7) The reactants are [O:1]1[C:6]2[CH:7]=[CH:8][C:9](C=O)=[CH:10][C:5]=2[O:4][CH2:3][CH2:2]1.C1C=C(Cl)C=C(C(OO)=[O:21])C=1.C([O-])(O)=O.[Na+]. The catalyst is C(Cl)Cl. The product is [O:1]1[C:6]2[CH:7]=[CH:8][C:9]([OH:21])=[CH:10][C:5]=2[O:4][CH2:3][CH2:2]1. The yield is 0.940.